Predict the reaction yield, written as a fraction of the theoretical maximum amount of product (1.0 means a 100% yield; for example, 0.34 means a 34% yield). From a dataset of Reaction yield outcomes from USPTO patents with 853,638 reactions. (1) The reactants are Cl.Cl.[NH2:3][CH:4]1[CH:9]2[CH2:10][CH2:11][N:6]([CH2:7][CH2:8]2)[CH2:5]1.[C:12](O)(=[O:23])[CH2:13][CH2:14][CH2:15][CH2:16][CH2:17][CH2:18][CH2:19][CH2:20][CH:21]=[CH2:22].C(N(C(C)C)CC)(C)C. The catalyst is CN(C=O)C. The product is [N:6]12[CH2:11][CH2:10][CH:9]([CH2:8][CH2:7]1)[CH:4]([NH:3][C:12](=[O:23])[CH2:13][CH2:14][CH2:15][CH2:16][CH2:17][CH2:18][CH2:19][CH2:20][CH:21]=[CH2:22])[CH2:5]2. The yield is 0.230. (2) The reactants are Br[C:2]1[CH:3]=[C:4]([C:16]([NH:18][CH2:19][C:20]2[C:21](=[O:28])[NH:22][C:23]([CH3:27])=[CH:24][C:25]=2[CH3:26])=[O:17])[C:5]2[CH:6]=[N:7][N:8]([CH:11]3[CH2:15][CH2:14][CH2:13][CH2:12]3)[C:9]=2[CH:10]=1.O[C:30]1[CH:31]=[C:32](B(O)O)[CH:33]=[CH:34][CH:35]=1.[C:39]([O-])([O-])=[O:40].[Na+].[Na+].C(Cl)Cl. The catalyst is O1CCOCC1.C1C=CC([P]([Pd]([P](C2C=CC=CC=2)(C2C=CC=CC=2)C2C=CC=CC=2)([P](C2C=CC=CC=2)(C2C=CC=CC=2)C2C=CC=CC=2)[P](C2C=CC=CC=2)(C2C=CC=CC=2)C2C=CC=CC=2)(C2C=CC=CC=2)C2C=CC=CC=2)=CC=1. The product is [CH:11]1([N:8]2[C:9]3[CH:10]=[C:2]([C:32]4[CH:33]=[CH:34][CH:35]=[C:30]([CH2:39][OH:40])[CH:31]=4)[CH:3]=[C:4]([C:16]([NH:18][CH2:19][C:20]4[C:21](=[O:28])[NH:22][C:23]([CH3:27])=[CH:24][C:25]=4[CH3:26])=[O:17])[C:5]=3[CH:6]=[N:7]2)[CH2:15][CH2:14][CH2:13][CH2:12]1. The yield is 0.754. (3) The reactants are [OH:1][C:2]1[CH:11]=[C:10]([OH:12])[C:9]2[C:4](=[CH:5][CH:6]=[CH:7][CH:8]=2)[N:3]=1.[C:13](=O)([O-])[O-].[K+].[K+].S(OC)(OC)(=O)=O. The catalyst is CC(C)=O. The product is [CH3:13][O:12][C:10]1[C:9]2[C:4](=[CH:5][CH:6]=[CH:7][CH:8]=2)[NH:3][C:2](=[O:1])[CH:11]=1. The yield is 0.540.